Dataset: Forward reaction prediction with 1.9M reactions from USPTO patents (1976-2016). Task: Predict the product of the given reaction. (1) Given the reactants [CH3:1][N:2]([CH3:35])[CH2:3][CH2:4][N:5]1[CH:9]=[C:8]([C:10]2[NH:34][C:13]3[N:14]=[CH:15][N:16]=[C:17]([C:18]4[CH:32]=[CH:31][C:21]([CH2:22][NH:23]C(=O)OC(C)(C)C)=[C:20]([F:33])[CH:19]=4)[C:12]=3[CH:11]=2)[CH:7]=[N:6]1.C(O)(C(F)(F)F)=O, predict the reaction product. The product is: [NH2:23][CH2:22][C:21]1[CH:31]=[CH:32][C:18]([C:17]2[C:12]3[CH:11]=[C:10]([C:8]4[CH:7]=[N:6][N:5]([CH2:4][CH2:3][N:2]([CH3:1])[CH3:35])[CH:9]=4)[NH:34][C:13]=3[N:14]=[CH:15][N:16]=2)=[CH:19][C:20]=1[F:33]. (2) Given the reactants [C:1]([C:5]1[CH:9]=[C:8]([NH2:10])[N:7]([C:11]2[CH:16]=[CH:15][CH:14]=[CH:13][CH:12]=2)[N:6]=1)([CH3:4])([CH3:3])[CH3:2].[OH-].[Na+].[C:19](Cl)(=[O:26])[O:20][CH2:21][C:22]([Cl:25])([Cl:24])[Cl:23], predict the reaction product. The product is: [C:1]([C:5]1[CH:9]=[C:8]([NH:10][C:19](=[O:26])[O:20][CH2:21][C:22]([Cl:25])([Cl:24])[Cl:23])[N:7]([C:11]2[CH:16]=[CH:15][CH:14]=[CH:13][CH:12]=2)[N:6]=1)([CH3:4])([CH3:2])[CH3:3].